From a dataset of Forward reaction prediction with 1.9M reactions from USPTO patents (1976-2016). Predict the product of the given reaction. (1) Given the reactants [CH3:1][S:2]([C:5]1[CH:6]=[C:7]([C:11]2[S:15][C:14]([CH2:16][NH:17][S:18]([C:21]3[CH:26]=[CH:25][CH:24]=[CH:23][C:22]=3[C:27]([F:30])([F:29])[F:28])(=[O:20])=[O:19])=[CH:13][CH:12]=2)[CH:8]=[CH:9][CH:10]=1)(=[O:4])=[O:3].[CH:31](I)([CH3:33])[CH3:32].C(=O)([O-])[O-].[Cs+].[Cs+], predict the reaction product. The product is: [CH:31]([N:17]([CH2:16][C:14]1[S:15][C:11]([C:7]2[CH:8]=[CH:9][CH:10]=[C:5]([S:2]([CH3:1])(=[O:3])=[O:4])[CH:6]=2)=[CH:12][CH:13]=1)[S:18]([C:21]1[CH:26]=[CH:25][CH:24]=[CH:23][C:22]=1[C:27]([F:30])([F:28])[F:29])(=[O:20])=[O:19])([CH3:33])[CH3:32]. (2) The product is: [Br:13][CH:3]1[C:2](=[O:1])[CH2:7][CH2:6][CH:5]([C:8]([O:10][CH2:11][CH3:12])=[O:9])[CH2:4]1. Given the reactants [O:1]=[C:2]1[CH2:7][CH2:6][CH:5]([C:8]([O:10][CH2:11][CH3:12])=[O:9])[CH2:4][CH2:3]1.[Br:13]Br.C([O-])(O)=O.[Na+], predict the reaction product.